This data is from Forward reaction prediction with 1.9M reactions from USPTO patents (1976-2016). The task is: Predict the product of the given reaction. (1) The product is: [CH3:1][O:2][CH2:3][CH2:4][O:5][CH2:6][CH2:7][CH2:8][C:9]1[CH:10]=[CH:11][C:12]([NH2:15])=[CH:13][CH:14]=1. Given the reactants [CH3:1][O:2][CH2:3][CH2:4][O:5][CH2:6][CH2:7][CH2:8][C:9]1[CH:14]=[CH:13][C:12]([N+:15]([O-])=O)=[CH:11][CH:10]=1, predict the reaction product. (2) The product is: [OH:28][C:12]1[C:13]2[C:18]([NH:19][CH2:20][CH2:21][C:22]3[CH:23]=[CH:24][CH:25]=[CH:26][CH:27]=3)=[N:17][CH:16]=[N:15][C:14]=2[N:9]([OH:8])[C:10](=[O:29])[CH:11]=1. Given the reactants C([O:8][N:9]1[C:14]2[N:15]=[CH:16][N:17]=[C:18]([NH:19][CH2:20][CH2:21][C:22]3[CH:27]=[CH:26][CH:25]=[CH:24][CH:23]=3)[C:13]=2[C:12]([OH:28])=[CH:11][C:10]1=[O:29])C1C=CC=CC=1.[H][H], predict the reaction product. (3) Given the reactants [CH3:1][C:2]([C:5]#[C:6]/[CH:7]=[CH:8]/[CH2:9]N(CC1C=CC=C2C=CC=CC=12)C)([CH3:4])[CH3:3].CNCC1C2C(=CC=CC=2)C=CC=1.C(C1[O:40]C1)Cl.[Li], predict the reaction product. The product is: [CH3:1][C:2]([CH3:4])([CH3:3])[C:5]#[C:6][CH:7]([OH:40])[CH:8]=[CH2:9]. (4) Given the reactants [NH2:1][C:2]1[CH:7]=[CH:6][C:5]([C:8]2[S:12][C:11]([CH:13]3[CH2:18][CH2:17][N:16]([CH2:19][C:20]([O:22][CH2:23][CH3:24])=[O:21])[CH2:15][CH2:14]3)=[N:10][CH:9]=2)=[CH:4][CH:3]=1.[N:25]([C:28]1[CH:33]=[CH:32][CH:31]=[CH:30][C:29]=1[C:34]([F:37])([F:36])[F:35])=[C:26]=[O:27], predict the reaction product. The product is: [F:35][C:34]([F:36])([F:37])[C:29]1[CH:30]=[CH:31][CH:32]=[CH:33][C:28]=1[NH:25][C:26](=[O:27])[NH:1][C:2]1[CH:7]=[CH:6][C:5]([C:8]2[S:12][C:11]([CH:13]3[CH2:18][CH2:17][N:16]([CH2:19][C:20]([O:22][CH2:23][CH3:24])=[O:21])[CH2:15][CH2:14]3)=[N:10][CH:9]=2)=[CH:4][CH:3]=1. (5) Given the reactants [H-].[Al+3].[Li+].[H-].[H-].[H-].[CH:7]1([N:12]([CH2:16][C:17]#[N:18])C(C)C)[CH2:11][CH2:10][CH2:9][CH2:8]1.[OH-].[Na+].O.O1C[CH2:25][CH2:24][CH2:23]1, predict the reaction product. The product is: [CH:7]1([NH:12][CH2:16][CH2:17][NH:18][CH:24]([CH3:25])[CH3:23])[CH2:8][CH2:9][CH2:10][CH2:11]1. (6) The product is: [CH2:1]([O:8][CH2:9][C:10]1([CH2:14][C:15]2[S:17][CH:18]=[C:19]([C:21]3[CH:26]=[CH:25][CH:24]=[CH:23][CH:22]=3)[N:16]=2)[CH2:13][CH2:12][CH2:11]1)[C:2]1[CH:7]=[CH:6][CH:5]=[CH:4][CH:3]=1. Given the reactants [CH2:1]([O:8][CH2:9][C:10]1([CH2:14][C:15](=[S:17])[NH2:16])[CH2:13][CH2:12][CH2:11]1)[C:2]1[CH:7]=[CH:6][CH:5]=[CH:4][CH:3]=1.[CH2:18](Br)[C:19]([C:21]1[CH:26]=[CH:25][CH:24]=[CH:23][CH:22]=1)=O, predict the reaction product.